From a dataset of Experimentally validated miRNA-target interactions with 360,000+ pairs, plus equal number of negative samples. Binary Classification. Given a miRNA mature sequence and a target amino acid sequence, predict their likelihood of interaction. (1) The miRNA is hsa-miR-6510-5p with sequence CAGCAGGGGAGAGAGAGGAGUC. The protein sequence of the target gene is MRRTRRPRFVLMNKMDDLNLHYRFLNWRRRIREIREVRAFRYQERFKHILVDGDTLSYHGNSGEVGCYVASRPLTKDSNYFEVSIVDSGVRGTIAVGLVPQYYSLDHQPGWLPDSVAYHADDGKLYNGRAKGRQFGSKCNSGDRIGCGIEPVSFDVQTAQIFFTKNGKRVGSTIMPMSPDGLFPAVGMHSLGEEVRLHLNAELGREDDSVMMVDSYEDEWGRLHDVRVCGTLLEYLGKGKSIVDVGLAQARHPLSTRSHYFEVEIVDPGEKCYIALGLARKDYPKNRHPGWSRGSVAYHA.... Result: 1 (interaction). (2) The miRNA is hsa-miR-548e-3p with sequence AAAAACUGAGACUACUUUUGCA. The protein sequence of the target gene is MPRLHDHFWSCSCAHSARRRGPPRASAAGLAAKVGEMINVSVSGPSLLAAHGAPDADPAPRGRSAAMSGPEPGSPYPNTWHHRLLQRSLVLFSVGVVLALVLNLLQIQRNVTLFPEEVIATIFSSAWWVPPCCGTAAAVVGLLYPCIDSHLGEPHKFKREWASVMRCIAVFVGINHASAKLDFANNVQLSLTLAALSLGLWWTFDRSRSGLGLGITIAFLATLITQFLVYNGVYQYTSPDFLYIRSWLPCIFFSGGVTVGNIGRQLAMGVPEKPHSD. Result: 1 (interaction).